This data is from Forward reaction prediction with 1.9M reactions from USPTO patents (1976-2016). The task is: Predict the product of the given reaction. (1) Given the reactants [NH2:1][CH:2]1[CH2:7][N:6]([C:8](=[O:20])[C:9]2[CH:14]=[CH:13][CH:12]=[C:11]([C:15]3[O:16][CH:17]=[CH:18][CH:19]=3)[CH:10]=2)[CH2:5][CH:4]([C:21]([NH:23][C:24]2[CH:29]=[CH:28][C:27]([Cl:30])=[CH:26][CH:25]=2)=[O:22])[CH2:3]1.C(N(CC)CC)C.Cl[C:39]([O:41][C:42]1[CH:47]=[CH:46][CH:45]=[CH:44][CH:43]=1)=[O:40], predict the reaction product. The product is: [Cl:30][C:27]1[CH:26]=[CH:25][C:24]([NH:23][C:21]([CH:4]2[CH2:5][N:6]([C:8](=[O:20])[C:9]3[CH:14]=[CH:13][CH:12]=[C:11]([C:15]4[O:16][CH:17]=[CH:18][CH:19]=4)[CH:10]=3)[CH2:7][CH:2]([NH:1][C:39](=[O:40])[O:41][C:42]3[CH:47]=[CH:46][CH:45]=[CH:44][CH:43]=3)[CH2:3]2)=[O:22])=[CH:29][CH:28]=1. (2) Given the reactants [C:1]1([C:11]2[CH:16]=[CH:15][C:14](B(O)O)=[CH:13][CH:12]=2)[C:10]2[C:5](=[CH:6][CH:7]=[CH:8][CH:9]=2)[CH:4]=[CH:3][CH:2]=1.Br[C:21]1[C:34]2[C:35]3=[C:36]4[C:31](=[CH:32][CH:33]=2)[CH:30]=[CH:29][CH:28]=[C:27]4[CH:26]=[CH:25][C:24]3=[CH:23][CH:22]=1.C(=O)([O-])[O-].[Na+].[Na+], predict the reaction product. The product is: [C:1]1([C:11]2[CH:16]=[CH:15][C:14]([C:28]3[C:27]4[C:36]5=[C:35]6[C:24](=[CH:25][CH:26]=4)[CH:23]=[CH:22][CH:21]=[C:34]6[CH:33]=[CH:32][C:31]5=[CH:30][CH:29]=3)=[CH:13][CH:12]=2)[C:10]2[C:5](=[CH:6][CH:7]=[CH:8][CH:9]=2)[CH:4]=[CH:3][CH:2]=1.